This data is from NCI-60 drug combinations with 297,098 pairs across 59 cell lines. The task is: Regression. Given two drug SMILES strings and cell line genomic features, predict the synergy score measuring deviation from expected non-interaction effect. (1) Drug 1: C1=NC2=C(N1)C(=S)N=C(N2)N. Drug 2: C1=CN(C(=O)N=C1N)C2C(C(C(O2)CO)O)O.Cl. Cell line: RXF 393. Synergy scores: CSS=9.74, Synergy_ZIP=-8.36, Synergy_Bliss=-8.17, Synergy_Loewe=-7.25, Synergy_HSA=-6.35. (2) Drug 1: C1CC(=O)NC(=O)C1N2CC3=C(C2=O)C=CC=C3N. Drug 2: C1C(C(OC1N2C=C(C(=O)NC2=O)F)CO)O. Cell line: SK-MEL-28. Synergy scores: CSS=6.78, Synergy_ZIP=-6.65, Synergy_Bliss=-8.18, Synergy_Loewe=-12.8, Synergy_HSA=-6.25. (3) Drug 1: C1=C(C(=O)NC(=O)N1)N(CCCl)CCCl. Drug 2: C1CNP(=O)(OC1)N(CCCl)CCCl. Cell line: HT29. Synergy scores: CSS=30.3, Synergy_ZIP=-2.27, Synergy_Bliss=5.06, Synergy_Loewe=-13.2, Synergy_HSA=4.69.